From a dataset of Forward reaction prediction with 1.9M reactions from USPTO patents (1976-2016). Predict the product of the given reaction. (1) Given the reactants [Br:1][C:2]1[CH:7]=[CH:6][C:5]([F:8])=[CH:4][C:3]=1[CH2:9][OH:10].N1C=CN=C1.Cl[Si:17]([CH:24]([CH3:26])[CH3:25])([CH:21]([CH3:23])[CH3:22])[CH:18]([CH3:20])[CH3:19].O, predict the reaction product. The product is: [Br:1][C:2]1[CH:7]=[CH:6][C:5]([F:8])=[CH:4][C:3]=1[CH2:9][O:10][Si:17]([CH:24]([CH3:26])[CH3:25])([CH:21]([CH3:23])[CH3:22])[CH:18]([CH3:20])[CH3:19]. (2) Given the reactants [Cl:1][C:2]1[CH:11]=[N:10][C:9]2[N:8]3[CH:12]=[N:13][N:14]=[C:7]3[C:6](Cl)=[N:5][C:4]=2[CH:3]=1.[CH3:16][N:17]1[CH2:22][CH2:21][NH:20][CH2:19][CH2:18]1.O, predict the reaction product. The product is: [Cl:1][C:2]1[CH:11]=[N:10][C:9]2[N:8]3[CH:12]=[N:13][N:14]=[C:7]3[C:6]([N:20]3[CH2:21][CH2:22][N:17]([CH3:16])[CH2:18][CH2:19]3)=[N:5][C:4]=2[CH:3]=1. (3) Given the reactants [CH:1]1([PH:6][CH:7]2[CH2:11][CH2:10][CH2:9][CH2:8]2)[CH2:5][CH2:4][CH2:3][CH2:2]1.[BH3:12].C([Li])CCC.CC1C=CC(S(O[CH:29]2[CH2:34][CH2:33][CH:32]([C:35]3[CH:40]=[CH:39][CH:38]=[CH:37][CH:36]=3)[CH2:31][CH2:30]2)(=O)=O)=CC=1, predict the reaction product. The product is: [CH:7]1([P:6]([CH:1]2[CH2:2][CH2:3][CH2:4][CH2:5]2)[CH:38]2[CH2:37][CH2:36][CH:35]([C:32]3[CH:33]=[CH:34][CH:29]=[CH:30][CH:31]=3)[CH2:40][CH2:39]2)[CH2:8][CH2:9][CH2:10][CH2:11]1.[BH3:12]. (4) Given the reactants [CH3:1][C:2]1[C:7]([C:8]2([CH3:13])[O:12][CH2:11][CH2:10][O:9]2)=[CH:6][CH:5]=[CH:4][C:3]=1[OH:14].[H-].[Na+].FC(F)(F)S(O[C:23]1[C:32]2[C:31](=[O:33])[N:30]([CH2:34][C:35]3[CH:40]=[CH:39][C:38]([O:41][CH3:42])=[CH:37][CH:36]=3)[C:29](=[O:43])[N:28]([C:44]3[CH:49]=[CH:48][C:47]([I:50])=[CH:46][C:45]=3[F:51])[C:27]=2[N:26]([CH3:52])[C:25](=[O:53])[CH:24]=1)(=O)=O, predict the reaction product. The product is: [F:51][C:45]1[CH:46]=[C:47]([I:50])[CH:48]=[CH:49][C:44]=1[N:28]1[C:27]2[N:26]([CH3:52])[C:25](=[O:53])[CH:24]=[C:23]([O:14][C:3]3[CH:4]=[CH:5][CH:6]=[C:7]([C:8]4([CH3:13])[O:9][CH2:10][CH2:11][O:12]4)[C:2]=3[CH3:1])[C:32]=2[C:31](=[O:33])[N:30]([CH2:34][C:35]2[CH:36]=[CH:37][C:38]([O:41][CH3:42])=[CH:39][CH:40]=2)[C:29]1=[O:43]. (5) Given the reactants [Br:1][C:2]1[CH:3]=[C:4](B(O)O)[CH:5]=[CH:6][CH:7]=1.C(=O)([O-])O.[Na+].I[C:17]1[C:25]2[C:20](=[CH:21][CH:22]=[C:23]([NH:26][S:27]([C:30]3[CH:35]=[CH:34][CH:33]=[CH:32][C:31]=3[S:36]([CH3:39])(=[O:38])=[O:37])(=[O:29])=[O:28])[CH:24]=2)[N:19](C(OC(C)(C)C)=O)[N:18]=1.O, predict the reaction product. The product is: [Br:1][C:2]1[CH:3]=[C:4]([C:17]2[C:25]3[C:20](=[CH:21][CH:22]=[C:23]([NH:26][S:27]([C:30]4[CH:35]=[CH:34][CH:33]=[CH:32][C:31]=4[S:36]([CH3:39])(=[O:38])=[O:37])(=[O:28])=[O:29])[CH:24]=3)[NH:19][N:18]=2)[CH:5]=[CH:6][CH:7]=1. (6) The product is: [NH2:1][C:2]([C:4]1[CH:5]=[N:6][C:7]2[C:12]([C:13]=1[NH:14][C:15]1[CH:16]=[C:17]([CH:23]=[CH:24][CH:25]=1)[C:18]([O:20][CH2:21][CH3:22])=[O:19])=[CH:11][CH:10]=[C:9]([C:32]1[CH:31]=[CH:30][C:29]([O:28][CH3:27])=[CH:34][C:33]=1[O:35][CH3:36])[CH:8]=2)=[O:3]. Given the reactants [NH2:1][C:2]([C:4]1[CH:5]=[N:6][C:7]2[C:12]([C:13]=1[NH:14][C:15]1[CH:16]=[C:17]([CH:23]=[CH:24][CH:25]=1)[C:18]([O:20][CH2:21][CH3:22])=[O:19])=[CH:11][CH:10]=[C:9](Br)[CH:8]=2)=[O:3].[CH3:27][O:28][C:29]1[CH:34]=[C:33]([O:35][CH3:36])[CH:32]=[CH:31][C:30]=1B(O)O.C(=O)([O-])[O-].[K+].[K+], predict the reaction product. (7) Given the reactants [Cl:1][C:2]1[CH:3]=[C:4]([CH:14]2[C:23]([CH3:25])([CH3:24])[CH2:22][C:21]3[C:16](=[CH:17][CH:18]=[C:19]([C:26](O)=[O:27])[CH:20]=3)[NH:15]2)[CH:5]=[C:6]([N:8]2[CH2:13][CH2:12][O:11][CH2:10][CH2:9]2)[CH:7]=1.Cl.CN(C)CCCN=C=NCC.[CH:41]1([S:44]([NH2:47])(=[O:46])=[O:45])[CH2:43][CH2:42]1, predict the reaction product. The product is: [Cl:1][C:2]1[CH:3]=[C:4]([CH:14]2[C:23]([CH3:24])([CH3:25])[CH2:22][C:21]3[C:16](=[CH:17][CH:18]=[C:19]([C:26]([NH:47][S:44]([CH:41]4[CH2:43][CH2:42]4)(=[O:46])=[O:45])=[O:27])[CH:20]=3)[NH:15]2)[CH:5]=[C:6]([N:8]2[CH2:13][CH2:12][O:11][CH2:10][CH2:9]2)[CH:7]=1.